From a dataset of Catalyst prediction with 721,799 reactions and 888 catalyst types from USPTO. Predict which catalyst facilitates the given reaction. (1) Reactant: [Cl:1][C:2]1[CH:3]=[C:4]([CH:6]=[CH:7][CH:8]=1)[NH2:5].[Br:9][CH2:10][CH2:11]Br. Product: [Br:9][CH2:10][CH2:11][NH:5][C:4]1[CH:6]=[CH:7][CH:8]=[C:2]([Cl:1])[CH:3]=1. The catalyst class is: 23. (2) Reactant: [ClH:1].[CH2:2]([N:4]1[CH2:9][CH2:8][CH:7]([CH2:10][CH2:11][O:12][C:13]2[N:18]=[CH:17][C:16]([C:19]3[N:27]=[C:26]([C:28]#[N:29])[N:25]=[C:24]4[C:20]=3[N:21]=[CH:22][N:23]4[CH3:30])=[CH:15][C:14]=2[C:31]([F:34])([F:33])[F:32])[CH2:6][CH2:5]1)[CH3:3]. Product: [ClH:1].[CH2:2]([N:4]1[CH2:9][CH2:8][CH:7]([CH2:10][CH2:11][O:12][C:13]2[N:18]=[CH:17][C:16]([C:19]3[N:27]=[C:26]([C:28]#[N:29])[N:25]=[C:24]4[C:20]=3[N:21]=[CH:22][N:23]4[CH3:30])=[CH:15][C:14]=2[C:31]([F:33])([F:32])[F:34])[CH2:6][CH2:5]1)[CH3:3]. The catalyst class is: 871. (3) Reactant: [CH2:1]([C:5]1[NH:6][CH:7]=[CH:8][CH:9]=1)CCC.[OH-:10].[K+].CS(C)=O.[Br:16][CH2:17][CH2:18]Br. Product: [Br:16][CH2:17][CH2:18][N:6]1[CH:7]=[CH:8][CH:9]=[C:5]1[CH:1]=[O:10]. The catalyst class is: 6. (4) Reactant: [Cl:1][C:2]1[CH:7]=[CH:6][N:5]2[N:8]=[CH:9][C:10]([CH:11]=O)=[C:4]2[N:3]=1.Cl.[NH2:14][OH:15]. Product: [Cl:1][C:2]1[CH:7]=[CH:6][N:5]2[N:8]=[CH:9][C:10](/[CH:11]=[N:14]/[OH:15])=[C:4]2[N:3]=1. The catalyst class is: 88. (5) Reactant: [CH2:1]([S:3]([O-:5])=[O:4])[CH3:2].[Na+].[Cl:7][C:8]1[N:13]=[C:12]([N:14]2[CH2:19][CH2:18][O:17][CH2:16][CH2:15]2)[CH:11]=[C:10]([CH2:20]I)[N:9]=1. Product: [Cl:7][C:8]1[N:13]=[C:12]([N:14]2[CH2:19][CH2:18][O:17][CH2:16][CH2:15]2)[CH:11]=[C:10]([CH2:20][S:3]([CH2:1][CH3:2])(=[O:5])=[O:4])[N:9]=1. The catalyst class is: 85. (6) Reactant: Cl/[C:2](=[N:21]\[OH:22])/[C:3]1[CH:4]=[CH:5][C:6]2[N:7]([C:9]([CH2:12][NH:13]C(=O)OC(C)(C)C)=[N:10][N:11]=2)[N:8]=1.[C:23]([CH:25]1[CH2:27][CH2:26]1)#[CH:24].C(=O)([O-])O.[K+]. Product: [CH:25]1([C:23]2[O:22][N:21]=[C:2]([C:3]3[CH:4]=[CH:5][C:6]4[N:7]([C:9]([CH2:12][NH2:13])=[N:10][N:11]=4)[N:8]=3)[CH:24]=2)[CH2:27][CH2:26]1. The catalyst class is: 25. (7) Product: [CH2:10]([O:9][C:7]([CH:2]1[CH2:3][CH2:4][CH2:5][CH2:6][CH:1]1[C:12]([OH:14])=[O:13])=[O:8])[CH3:11]. Reactant: [CH:1]1([C:12]([O:14]CC)=[O:13])[CH2:6][CH2:5][CH2:4][CH2:3][CH:2]1[C:7]([O:9][CH2:10][CH3:11])=[O:8].[OH-].[Na+]. The catalyst class is: 14.